From a dataset of Full USPTO retrosynthesis dataset with 1.9M reactions from patents (1976-2016). Predict the reactants needed to synthesize the given product. (1) Given the product [CH2:1]([N:8]1[C:12]([C:13]2[CH:14]=[CH:15][CH:16]=[CH:17][CH:18]=2)=[CH:11][CH:10]=[C:9]1[C:19]1[CH:20]=[C:21]2[C:26](=[CH:27][CH:28]=1)[CH:25]=[C:24]([OH:29])[CH:23]=[CH:22]2)[C:2]1[CH:3]=[CH:4][CH:5]=[CH:6][CH:7]=1, predict the reactants needed to synthesize it. The reactants are: [CH2:1]([N:8]1[C:12]([C:13]2[CH:18]=[CH:17][CH:16]=[CH:15][CH:14]=2)=[CH:11][CH:10]=[C:9]1[C:19]1[CH:28]=[CH:27][C:26]2[C:21](=[CH:22][CH:23]=[C:24]([O:29]C)[CH:25]=2)[CH:20]=1)[C:2]1[CH:7]=[CH:6][CH:5]=[CH:4][CH:3]=1.Cl.N1C=CC=CC=1. (2) Given the product [F:42][CH:33]1[CH2:34][N:31]([C@H:28]2[CH2:27][CH2:26][C@H:25]([CH2:24][NH:23][C:5]3[C:4]([N+:1]([O-:3])=[O:2])=[CH:9][N:8]=[C:7]([NH:10][CH2:11][C:12]4[CH:17]=[CH:16][CH:15]=[CH:14][C:13]=4[O:18][C:19]([F:20])([F:21])[F:22])[N:6]=3)[CH2:30][CH2:29]2)[CH2:32]1, predict the reactants needed to synthesize it. The reactants are: [N+:1]([C:4]1[C:5]([NH:23][CH2:24][C@H:25]2[CH2:30][CH2:29][C@H:28]([N:31]3[CH2:34][CH:33](O)[CH2:32]3)[CH2:27][CH2:26]2)=[N:6][C:7]([NH:10][CH2:11][C:12]2[CH:17]=[CH:16][CH:15]=[CH:14][C:13]=2[O:18][C:19]([F:22])([F:21])[F:20])=[N:8][CH:9]=1)([O-:3])=[O:2].C(N(S(F)(F)[F:42])CC)C.C([O-])(O)=O.[Na+]. (3) The reactants are: [CH3:1][O:2][C:3]1[CH:10]=[CH:9][CH:8]=[CH:7][C:4]=1[CH2:5][NH2:6].[C:11]([CH2:14][C:15]1[CH:16]=[C:17]([CH2:21][C:22](O)=[O:23])[CH:18]=[CH:19][CH:20]=1)([OH:13])=[O:12].ON1C2C=CC=CC=2N=N1.CCN(C(C)C)C(C)C.Cl.CN(C)CCCN=C=NCC. Given the product [CH3:1][O:2][C:3]1[CH:10]=[CH:9][CH:8]=[CH:7][C:4]=1[CH2:5][NH:6][C:22]([CH2:21][C:17]1[CH:16]=[C:15]([CH2:14][C:11]([OH:13])=[O:12])[CH:20]=[CH:19][CH:18]=1)=[O:23], predict the reactants needed to synthesize it.